From a dataset of Forward reaction prediction with 1.9M reactions from USPTO patents (1976-2016). Predict the product of the given reaction. (1) Given the reactants [Cl:1][C:2]1[N:6]([C:7]2[CH:12]=[CH:11][C:10]([C:13]3[CH:18]=[C:17]([CH3:19])[CH:16]=[CH:15][C:14]=3[O:20][CH3:21])=[CH:9][CH:8]=2)[C:5]([C:22](OCC)=[O:23])=[C:4]([NH:27][C:28](=[O:32])[CH2:29][C:30]#[N:31])[CH:3]=1.CC(C)([O-])C.[K+].O.Cl, predict the reaction product. The product is: [Cl:1][C:2]1[N:6]([C:7]2[CH:8]=[CH:9][C:10]([C:13]3[CH:18]=[C:17]([CH3:19])[CH:16]=[CH:15][C:14]=3[O:20][CH3:21])=[CH:11][CH:12]=2)[C:5]2[C:22]([OH:23])=[C:29]([C:30]#[N:31])[C:28](=[O:32])[NH:27][C:4]=2[CH:3]=1. (2) Given the reactants O[CH:2]=[C:3]1[C:11]2[C:6](=[CH:7][C:8]([C:12]([C:14]3[CH:19]=[CH:18][C:17]([NH:20][C:21]([C:23]4[S:24][CH:25]=[CH:26][CH:27]=4)=[O:22])=[CH:16][CH:15]=3)=[O:13])=[CH:9][CH:10]=2)[NH:5][C:4]1=[O:28].C1COCC1.[NH2:34][C:35]1[CH:40]=[CH:39][C:38]([N:41]2[CH2:46][CH2:45][O:44][CH2:43][CH2:42]2)=[CH:37][CH:36]=1, predict the reaction product. The product is: [N:41]1([C:38]2[CH:37]=[CH:36][C:35]([NH:34][CH:2]=[C:3]3[C:11]4[C:6](=[CH:7][C:8]([C:12]([C:14]5[CH:19]=[CH:18][C:17]([NH:20][C:21]([C:23]6[S:24][CH:25]=[CH:26][CH:27]=6)=[O:22])=[CH:16][CH:15]=5)=[O:13])=[CH:9][CH:10]=4)[NH:5][C:4]3=[O:28])=[CH:40][CH:39]=2)[CH2:46][CH2:45][O:44][CH2:43][CH2:42]1. (3) The product is: [CH3:29][N:22]([C:20]1[CH:19]=[N:18][N:17]([C:14]2[CH:15]=[CH:16][C:11]([O:10][CH2:9][CH2:8][CH2:7][N:3]3[CH2:4][CH2:5][CH2:6][C@H:2]3[CH3:1])=[CH:12][CH:13]=2)[CH:21]=1)[C:23](=[O:25])[CH3:24]. Given the reactants [CH3:1][C@@H:2]1[CH2:6][CH2:5][CH2:4][N:3]1[CH2:7][CH2:8][CH2:9][O:10][C:11]1[CH:16]=[CH:15][C:14]([N:17]2[CH:21]=[C:20]([NH:22][C:23](=[O:25])[CH3:24])[CH:19]=[N:18]2)=[CH:13][CH:12]=1.[H-].[Na+].I[CH3:29], predict the reaction product. (4) Given the reactants [CH2:1]([CH:8]([NH:19][C:20]([C:22]1([NH:27][C:28]([C:30]2[S:34][C:33]3[CH:35]=[C:36]([CH3:39])[CH:37]=[CH:38][C:32]=3[CH:31]=2)=[O:29])[CH2:26][CH2:25][CH2:24][CH2:23]1)=[O:21])[CH2:9][O:10][CH2:11][CH2:12][CH:13]1[CH2:18][CH2:17][NH:16][CH2:15][CH2:14]1)[C:2]1[CH:7]=[CH:6][CH:5]=[CH:4][CH:3]=1.C(O[BH-](O[C:50](=[O:52])[CH3:51])OC(=O)C)(=O)C.[Na+], predict the reaction product. The product is: [CH2:1]([CH:8]([NH:19][C:20]([C:22]1([NH:27][C:28]([C:30]2[S:34][C:33]3[CH:35]=[C:36]([CH3:39])[CH:37]=[CH:38][C:32]=3[CH:31]=2)=[O:29])[CH2:23][CH2:24][CH2:25][CH2:26]1)=[O:21])[CH2:9][O:10][CH2:11][CH2:12][CH:13]1[CH2:18][CH2:17][N:16]([CH2:8][CH:1]2[CH2:51][CH2:50][O:52][CH2:3][CH2:2]2)[CH2:15][CH2:14]1)[C:2]1[CH:3]=[CH:4][CH:5]=[CH:6][CH:7]=1. (5) Given the reactants [OH:1][C:2]1[CH:3]=[C:4]2[C:8](=[C:9]([N+:11]([O-:13])=[O:12])[CH:10]=1)[NH:7][C:6]([C:14]([O:16][CH2:17][CH3:18])=[O:15])=[CH:5]2.CC1C=CC(S(O[CH2:30][CH2:31][CH2:32][S:33]([CH3:36])(=[O:35])=[O:34])(=O)=O)=CC=1.C(=O)([O-])[O-].[K+].[K+].CN(C)C=O, predict the reaction product. The product is: [CH3:36][S:33]([CH2:32][CH2:31][CH2:30][O:1][C:2]1[CH:3]=[C:4]2[C:8](=[C:9]([N+:11]([O-:13])=[O:12])[CH:10]=1)[NH:7][C:6]([C:14]([O:16][CH2:17][CH3:18])=[O:15])=[CH:5]2)(=[O:35])=[O:34]. (6) Given the reactants [F:1][C:2]1[CH:3]=[C:4]([C:8]2[N:9]=[C:10]([N:13]3[CH2:18][CH2:17][N:16](C(OC(C)(C)C)=O)[CH2:15][CH2:14]3)[S:11][CH:12]=2)[CH:5]=[CH:6][CH:7]=1.Cl, predict the reaction product. The product is: [F:1][C:2]1[CH:3]=[C:4]([C:8]2[N:9]=[C:10]([N:13]3[CH2:14][CH2:15][NH:16][CH2:17][CH2:18]3)[S:11][CH:12]=2)[CH:5]=[CH:6][CH:7]=1.